Dataset: Forward reaction prediction with 1.9M reactions from USPTO patents (1976-2016). Task: Predict the product of the given reaction. Given the reactants C([N:8]1[CH2:13][CH2:12][C@H:11]([N:14]2[CH2:19][CH2:18][O:17][CH2:16][CH2:15]2)[C@H:10]([C:20]2[CH:25]=[CH:24][CH:23]=[CH:22][CH:21]=2)[CH2:9]1)C1C=CC=CC=1.Cl.[H][H].C(N(CC)CC)C.[F:36][C:37]([F:52])([F:51])[C:38]1[CH:39]=[C:40]([CH:44]=[C:45]([C:47]([F:50])([F:49])[F:48])[CH:46]=1)[C:41](Cl)=[O:42], predict the reaction product. The product is: [F:36][C:37]([F:52])([F:51])[C:38]1[CH:39]=[C:40]([C:41]([N:8]2[CH2:13][CH2:12][C@H:11]([N:14]3[CH2:19][CH2:18][O:17][CH2:16][CH2:15]3)[C@H:10]([C:20]3[CH:25]=[CH:24][CH:23]=[CH:22][CH:21]=3)[CH2:9]2)=[O:42])[CH:44]=[C:45]([C:47]([F:50])([F:49])[F:48])[CH:46]=1.